Predict the reaction yield, written as a fraction of the theoretical maximum amount of product (1.0 means a 100% yield; for example, 0.34 means a 34% yield). From a dataset of Reaction yield outcomes from USPTO patents with 853,638 reactions. (1) The reactants are Br[C:2]1[CH:3]=[CH:4][C:5]2[O:14][CH2:13][CH2:12][C:11]3[S:10][C:9]([C:15]4[N:16]([CH:20]([CH3:22])[CH3:21])[N:17]=[CH:18][N:19]=4)=[N:8][C:7]=3[C:6]=2[CH:23]=1.[CH2:24]([O:26][C:27]1[C:32](B(O)O)=[CH:31][CH:30]=[CH:29][N:28]=1)[CH3:25]. No catalyst specified. The product is [CH2:24]([O:26][C:27]1[C:32]([C:2]2[CH:3]=[CH:4][C:5]3[O:14][CH2:13][CH2:12][C:11]4[S:10][C:9]([C:15]5[N:16]([CH:20]([CH3:22])[CH3:21])[N:17]=[CH:18][N:19]=5)=[N:8][C:7]=4[C:6]=3[CH:23]=2)=[CH:31][CH:30]=[CH:29][N:28]=1)[CH3:25]. The yield is 0.270. (2) The reactants are [ClH:1].Cl.[N:3]1[NH:4][N:5]=[N:6][C:7]=1[C:8]1[CH:9]=[C:10]([NH2:15])[C:11]([NH2:14])=[CH:12][CH:13]=1.[SH:16][CH2:17][C:18](O)=O. The catalyst is Cl. The product is [ClH:1].[N:6]1[NH:5][N:4]=[N:3][C:7]=1[C:8]1[CH:13]=[CH:12][C:11]2[NH:14][C:18]([CH2:17][SH:16])=[N:15][C:10]=2[CH:9]=1. The yield is 0.650.